From a dataset of NCI-60 drug combinations with 297,098 pairs across 59 cell lines. Regression. Given two drug SMILES strings and cell line genomic features, predict the synergy score measuring deviation from expected non-interaction effect. (1) Drug 1: CC(C1=C(C=CC(=C1Cl)F)Cl)OC2=C(N=CC(=C2)C3=CN(N=C3)C4CCNCC4)N. Drug 2: C1CC(=O)NC(=O)C1N2CC3=C(C2=O)C=CC=C3N. Cell line: OVCAR-4. Synergy scores: CSS=-2.18, Synergy_ZIP=0.542, Synergy_Bliss=-0.972, Synergy_Loewe=-1.74, Synergy_HSA=-2.15. (2) Drug 1: COC1=C(C=C2C(=C1)N=CN=C2NC3=CC(=C(C=C3)F)Cl)OCCCN4CCOCC4. Drug 2: CCN(CC)CCNC(=O)C1=C(NC(=C1C)C=C2C3=C(C=CC(=C3)F)NC2=O)C. Cell line: A549. Synergy scores: CSS=25.5, Synergy_ZIP=2.22, Synergy_Bliss=3.05, Synergy_Loewe=-0.159, Synergy_HSA=2.37. (3) Drug 2: N.N.Cl[Pt+2]Cl. Cell line: OVCAR-8. Drug 1: C(CC(=O)O)C(=O)CN.Cl. Synergy scores: CSS=34.2, Synergy_ZIP=-12.2, Synergy_Bliss=-5.17, Synergy_Loewe=-5.90, Synergy_HSA=-1.63. (4) Drug 1: CCCS(=O)(=O)NC1=C(C(=C(C=C1)F)C(=O)C2=CNC3=C2C=C(C=N3)C4=CC=C(C=C4)Cl)F. Drug 2: C1=CC(=CC=C1C#N)C(C2=CC=C(C=C2)C#N)N3C=NC=N3. Cell line: OVCAR-4. Synergy scores: CSS=2.72, Synergy_ZIP=2.00, Synergy_Bliss=4.82, Synergy_Loewe=4.05, Synergy_HSA=2.16. (5) Drug 1: C1=NC(=NC(=O)N1C2C(C(C(O2)CO)O)O)N. Drug 2: CC(C)(C#N)C1=CC(=CC(=C1)CN2C=NC=N2)C(C)(C)C#N. Cell line: TK-10. Synergy scores: CSS=-1.46, Synergy_ZIP=4.53, Synergy_Bliss=8.60, Synergy_Loewe=3.23, Synergy_HSA=4.29. (6) Drug 1: C1=NC2=C(N1)C(=S)N=CN2. Drug 2: COC1=C2C(=CC3=C1OC=C3)C=CC(=O)O2. Cell line: HS 578T. Synergy scores: CSS=13.8, Synergy_ZIP=-9.12, Synergy_Bliss=2.06, Synergy_Loewe=-18.8, Synergy_HSA=-2.09. (7) Drug 1: CC1=C(C=C(C=C1)NC2=NC=CC(=N2)N(C)C3=CC4=NN(C(=C4C=C3)C)C)S(=O)(=O)N.Cl. Drug 2: CC1C(C(CC(O1)OC2CC(CC3=C2C(=C4C(=C3O)C(=O)C5=CC=CC=C5C4=O)O)(C(=O)C)O)N)O. Cell line: SK-MEL-28. Synergy scores: CSS=74.7, Synergy_ZIP=1.55, Synergy_Bliss=4.19, Synergy_Loewe=5.66, Synergy_HSA=7.50.